This data is from Full USPTO retrosynthesis dataset with 1.9M reactions from patents (1976-2016). The task is: Predict the reactants needed to synthesize the given product. (1) The reactants are: [CH3:1][O:2][C:3](=[O:12])[C:4]1[CH:9]=[C:8]([Cl:10])[CH:7]=[CH:6][C:5]=1[NH2:11].[Br:13][C:14]1[CH:15]=[C:16]([CH:19]=[CH:20][CH:21]=1)[CH:17]=O. Given the product [CH3:1][O:2][C:3](=[O:12])[C:4]1[CH:9]=[C:8]([Cl:10])[CH:7]=[CH:6][C:5]=1[N:11]=[CH:17][C:16]1[CH:19]=[CH:20][CH:21]=[C:14]([Br:13])[CH:15]=1, predict the reactants needed to synthesize it. (2) Given the product [CH2:15]([N:6]1[N:5]=[C:4]([Cl:3])[C:13]2[C:8](=[CH:9][CH:10]=[CH:11][CH:12]=2)[C:7]1=[O:14])[C:16]1[CH:21]=[CH:20][CH:19]=[CH:18][CH:17]=1, predict the reactants needed to synthesize it. The reactants are: [H-].[Na+].[Cl:3][C:4]1[C:13]2[C:8](=[CH:9][CH:10]=[CH:11][CH:12]=2)[C:7](=[O:14])[NH:6][N:5]=1.[CH2:15](Br)[C:16]1[CH:21]=[CH:20][CH:19]=[CH:18][CH:17]=1. (3) The reactants are: [C:1]([O:5][C:6]([N:8]1[CH2:17][CH2:16][C:15]2[C:10](=[CH:11][CH:12]=[CH:13][C:14]=2/[CH:18]=[CH:19]/[C:20]([O:22][CH2:23][CH3:24])=[O:21])[CH2:9]1)=[O:7])([CH3:4])([CH3:3])[CH3:2].C(Cl)Cl. Given the product [C:1]([O:5][C:6]([N:8]1[CH2:17][CH2:16][C:15]2[C:10](=[CH:11][CH:12]=[CH:13][C:14]=2[CH2:18][CH2:19][C:20]([O:22][CH2:23][CH3:24])=[O:21])[CH2:9]1)=[O:7])([CH3:4])([CH3:3])[CH3:2], predict the reactants needed to synthesize it. (4) The reactants are: [CH3:1][Mg]Br.[CH2:4]([C:6]1[CH:7]=[CH:8][C:9]([F:33])=[C:10]([C:12]2[CH:13]=[N:14][C:15]([N:18]3[C:26]4[C:21](=[CH:22][CH:23]=[C:24]([C:27]([O:29][CH3:30])=[O:28])[CH:25]=4)[C:20]([CH:31]=[O:32])=[CH:19]3)=[N:16][CH:17]=2)[CH:11]=1)[CH3:5]. Given the product [CH2:4]([C:6]1[CH:7]=[CH:8][C:9]([F:33])=[C:10]([C:12]2[CH:17]=[N:16][C:15]([N:18]3[C:26]4[C:21](=[CH:22][CH:23]=[C:24]([C:27]([O:29][CH3:30])=[O:28])[CH:25]=4)[C:20]([CH:31]([OH:32])[CH3:1])=[CH:19]3)=[N:14][CH:13]=2)[CH:11]=1)[CH3:5], predict the reactants needed to synthesize it. (5) Given the product [F:10][CH:9]([F:11])[O:8][C:3]1[CH:4]=[CH:5][CH:6]=[CH:7][C:2]=1[B:12]1[O:16][C:15]([CH3:18])([CH3:17])[C:14]([CH3:20])([CH3:19])[O:13]1, predict the reactants needed to synthesize it. The reactants are: Br[C:2]1[CH:7]=[CH:6][CH:5]=[CH:4][C:3]=1[O:8][CH:9]([F:11])[F:10].[B:12]1([B:12]2[O:16][C:15]([CH3:18])([CH3:17])[C:14]([CH3:20])([CH3:19])[O:13]2)[O:16][C:15]([CH3:18])([CH3:17])[C:14]([CH3:20])([CH3:19])[O:13]1.C([O-])(=O)C.[K+]. (6) Given the product [N+:24]([C:20]1[CH:19]=[C:18]([C:14]2[CH:13]=[C:12]3[C:17]([C:9]([C:6]4[CH:7]=[CH:8][C:3]([OH:2])=[CH:4][CH:5]=4)=[CH:10][N:11]3[C:27]3[CH:28]=[CH:29][N:30]=[CH:31][CH:32]=3)=[CH:16][CH:15]=2)[CH:23]=[CH:22][CH:21]=1)([O-:26])=[O:25], predict the reactants needed to synthesize it. The reactants are: C[O:2][C:3]1[CH:8]=[CH:7][C:6]([C:9]2[C:17]3[C:12](=[CH:13][C:14]([C:18]4[CH:23]=[CH:22][CH:21]=[C:20]([N+:24]([O-:26])=[O:25])[CH:19]=4)=[CH:15][CH:16]=3)[N:11]([C:27]3[CH:32]=[CH:31][N:30]=[CH:29][CH:28]=3)[CH:10]=2)=[CH:5][CH:4]=1.B(Br)(Br)Br. (7) Given the product [CH3:21][C:11]1[CH:16]=[CH:15][C:14]([S:17]([O:10][CH2:9][CH2:8][C:5]2[CH:6]=[CH:7][C:2]([Br:1])=[CH:3][CH:4]=2)(=[O:19])=[O:18])=[CH:13][CH:12]=1, predict the reactants needed to synthesize it. The reactants are: [Br:1][C:2]1[CH:7]=[CH:6][C:5]([CH2:8][CH2:9][OH:10])=[CH:4][CH:3]=1.[C:11]1([CH3:21])[CH:16]=[CH:15][C:14]([S:17](Cl)(=[O:19])=[O:18])=[CH:13][CH:12]=1.C(N(CC)CC)C. (8) Given the product [Br:1][C:2]1[C:3]2[N:9]([CH2:10][CH3:11])[C:15]([CH2:14][C:12]#[N:13])=[N:8][C:4]=2[CH:5]=[N:6][CH:7]=1, predict the reactants needed to synthesize it. The reactants are: [Br:1][C:2]1[C:3]([NH:9][CH2:10][CH3:11])=[C:4]([NH2:8])[CH:5]=[N:6][CH:7]=1.[C:12]([CH2:14][C:15](OCC)=O)#[N:13]. (9) The reactants are: [NH2:1][C:2]1[C:6]2[CH:7]=[C:8]([Br:11])[CH:9]=[CH:10][C:5]=2[O:4][C:3]=1[C:12]([NH2:14])=[O:13].NC1C2C=C(Cl)C=CC=2OC=1C(N)=O.[Br:29][C:30]1[CH:37]=[CH:36][C:35]([O:38][CH3:39])=[CH:34][C:31]=1[CH:32]=O.ClC1C=CC=CC=1C=O. Given the product [Br:11][C:8]1[CH:9]=[CH:10][C:5]2[O:4][C:3]3[C:12](=[O:13])[NH:14][C:32]([C:31]4[CH:34]=[C:35]([O:38][CH3:39])[CH:36]=[CH:37][C:30]=4[Br:29])=[N:1][C:2]=3[C:6]=2[CH:7]=1, predict the reactants needed to synthesize it. (10) Given the product [CH3:11][C:8]1[N:7]([CH2:12][C:13]2[CH:18]=[CH:17][CH:16]=[C:15]([C:19]([F:20])([F:22])[F:21])[C:14]=2[CH3:23])[C:6]2[CH:5]=[C:4]([N:24]3[CH2:25][CH2:26][O:27][CH2:28][CH2:29]3)[CH:3]=[C:2]([CH3:30])[C:10]=2[N:9]=1, predict the reactants needed to synthesize it. The reactants are: Br[C:2]1[C:10]2[N:9]=[C:8]([CH3:11])[N:7]([CH2:12][C:13]3[CH:18]=[CH:17][CH:16]=[C:15]([C:19]([F:22])([F:21])[F:20])[C:14]=3[CH3:23])[C:6]=2[CH:5]=[C:4]([N:24]2[CH2:29][CH2:28][O:27][CH2:26][CH2:25]2)[CH:3]=1.[CH3:30]B1OB(C)OB(C)O1.C(=O)([O-])[O-].[K+].[K+].O.